This data is from Forward reaction prediction with 1.9M reactions from USPTO patents (1976-2016). The task is: Predict the product of the given reaction. (1) Given the reactants S(Cl)([Cl:3])=O.[C:5]([C:8]1[C:16]2[C:11](=[CH:12][CH:13]=[CH:14][CH:15]=2)[N:10]([C:17]2[C:26]3[C:21](=[C:22]([C:27]([F:30])([F:29])[F:28])[CH:23]=[CH:24][CH:25]=3)[N:20]=[CH:19][CH:18]=2)[CH:9]=1)(O)=[O:6], predict the reaction product. The product is: [ClH:3].[Cl:3][C:5]([C:8]1[C:16]2[C:11](=[CH:12][CH:13]=[CH:14][CH:15]=2)[N:10]([C:17]2[C:26]3[C:21](=[C:22]([C:27]([F:30])([F:29])[F:28])[CH:23]=[CH:24][CH:25]=3)[N:20]=[CH:19][CH:18]=2)[CH:9]=1)=[O:6]. (2) Given the reactants [Li+].[OH-].[F:3][C:4]1[CH:5]=[C:6]([C:10]2[CH:15]=[CH:14][C:13]([C:16]([O:18]C)=[O:17])=[C:12]([N+:20]([O-:22])=[O:21])[CH:11]=2)[CH:7]=[CH:8][CH:9]=1, predict the reaction product. The product is: [F:3][C:4]1[CH:5]=[C:6]([C:10]2[CH:15]=[CH:14][C:13]([C:16]([OH:18])=[O:17])=[C:12]([N+:20]([O-:22])=[O:21])[CH:11]=2)[CH:7]=[CH:8][CH:9]=1. (3) Given the reactants O1CCOCC1.[CH3:7][O:8][C:9]1[CH:14]=[CH:13][C:12](OB(O)O)=[CH:11][CH:10]=1.C(=O)([O-])[O-].[Cs+].[Cs+].Cl[C:26]1[CH:27]=[CH:28][C:29]([N+:33]([O-:35])=[O:34])=[C:30]([CH:32]=1)[NH2:31], predict the reaction product. The product is: [CH3:7][O:8][C:9]1[CH:14]=[CH:13][C:12]([C:26]2[CH:27]=[CH:28][C:29]([N+:33]([O-:35])=[O:34])=[C:30]([CH:32]=2)[NH2:31])=[CH:11][CH:10]=1. (4) Given the reactants [C:1]([C:3]1([C:6]2[CH:7]=[C:8]([CH:29]=[CH:30][CH:31]=2)[C:9]([NH:11][C:12]2[CH:17]=[CH:16][C:15]([CH3:18])=[C:14]([O:19][C:20]3[CH:25]=[CH:24][C:23]([N+:26]([O-])=O)=[CH:22][CH:21]=3)[CH:13]=2)=[O:10])[CH2:5][CH2:4]1)#[N:2], predict the reaction product. The product is: [NH2:26][C:23]1[CH:22]=[CH:21][C:20]([O:19][C:14]2[CH:13]=[C:12]([NH:11][C:9](=[O:10])[C:8]3[CH:29]=[CH:30][CH:31]=[C:6]([C:3]4([C:1]#[N:2])[CH2:5][CH2:4]4)[CH:7]=3)[CH:17]=[CH:16][C:15]=2[CH3:18])=[CH:25][CH:24]=1. (5) Given the reactants C([O:8][C:9]1[CH:14]=[CH:13][C:12]([C:15]2[CH2:16][CH2:17][N:18]([C:21](=[O:31])[CH2:22][CH2:23][C:24]([O:26][C:27]([CH3:30])([CH3:29])[CH3:28])=[O:25])[CH2:19][CH:20]=2)=[C:11]([C:32]2[CH2:36][C:35]([CH2:45][C:46]([O:48][C:49]([CH3:52])([CH3:51])[CH3:50])=[O:47])([CH2:37][C:38](=[O:44])[O:39][C:40]([CH3:43])([CH3:42])[CH3:41])[O:34][N:33]=2)[CH:10]=1)C1C=CC=CC=1.[H][H], predict the reaction product. The product is: [C:49]([O:48][C:46](=[O:47])[CH2:45][C:35]1([CH2:37][C:38](=[O:44])[O:39][C:40]([CH3:43])([CH3:42])[CH3:41])[O:34][N:33]=[C:32]([C:11]2[CH:10]=[C:9]([OH:8])[CH:14]=[CH:13][C:12]=2[CH:15]2[CH2:16][CH2:17][N:18]([C:21](=[O:31])[CH2:22][CH2:23][C:24]([O:26][C:27]([CH3:30])([CH3:29])[CH3:28])=[O:25])[CH2:19][CH2:20]2)[CH2:36]1)([CH3:50])([CH3:51])[CH3:52]. (6) The product is: [CH3:35][N:2]([CH3:1])[CH2:3][CH2:4][CH2:5][S:6]([N:9]1[CH2:14][CH2:13][CH:12]([C:15]2[C:23]3[C:18](=[C:19]([C:32]([NH2:34])=[O:33])[CH:20]=[C:21]([C:24]4[CH:29]=[CH:28][C:27]([CH2:30][N:36]5[CH2:41][CH2:40][O:39][CH2:38][CH2:37]5)=[CH:26][CH:25]=4)[CH:22]=3)[NH:17][CH:16]=2)[CH2:11][CH2:10]1)(=[O:8])=[O:7]. Given the reactants [CH3:1][N:2]([CH3:35])[CH2:3][CH2:4][CH2:5][S:6]([N:9]1[CH2:14][CH2:13][CH:12]([C:15]2[C:23]3[C:18](=[C:19]([C:32]([NH2:34])=[O:33])[CH:20]=[C:21]([C:24]4[CH:29]=[CH:28][C:27]([CH:30]=O)=[CH:26][CH:25]=4)[CH:22]=3)[NH:17][CH:16]=2)[CH2:11][CH2:10]1)(=[O:8])=[O:7].[NH:36]1[CH2:41][CH2:40][O:39][CH2:38][CH2:37]1.[BH-](OC(C)=O)(OC(C)=O)OC(C)=O.[Na+], predict the reaction product.